From a dataset of Full USPTO retrosynthesis dataset with 1.9M reactions from patents (1976-2016). Predict the reactants needed to synthesize the given product. (1) Given the product [F:2][C:3]1[CH:4]=[C:5]([CH:19]=[CH:20][CH:21]=1)[CH2:6][O:7][C:8]1[CH:18]=[CH:17][C:11]2[CH2:12][CH2:13][N:14]([C:25](=[O:26])[CH2:24][O:23][CH3:22])[CH2:15][CH2:16][C:10]=2[CH:9]=1, predict the reactants needed to synthesize it. The reactants are: Cl.[F:2][C:3]1[CH:4]=[C:5]([CH:19]=[CH:20][CH:21]=1)[CH2:6][O:7][C:8]1[CH:18]=[CH:17][C:11]2[CH2:12][CH2:13][NH:14][CH2:15][CH2:16][C:10]=2[CH:9]=1.[CH3:22][O:23][CH2:24][C:25](Cl)=[O:26].C(N(C(C)C)C(C)C)C. (2) Given the product [CH2:55]([N:34]([CH2:32][CH3:33])[CH2:35][C:36]#[C:37][C:38]1[S:46][C:45]2[C:40](=[N:41][CH:42]=[CH:43][C:44]=2[O:47][C:48]2[CH:49]=[CH:50][C:51]([NH:54][C:25](=[O:26])[O:27][CH2:28][CH:29]([CH3:31])[CH3:30])=[CH:52][CH:53]=2)[CH:39]=1)[CH3:56], predict the reactants needed to synthesize it. The reactants are: FC1C=CC(NC(C2(C(O)=O)CC2)=O)=CC=1.CN1CCOCC1.Cl[C:25]([O:27][CH2:28][CH:29]([CH3:31])[CH3:30])=[O:26].[CH2:32]([N:34]([CH2:55][CH3:56])[CH2:35][C:36]#[C:37][C:38]1[S:46][C:45]2[C:40](=[N:41][CH:42]=[CH:43][C:44]=2[O:47][C:48]2[CH:53]=[CH:52][C:51]([NH2:54])=[CH:50][CH:49]=2)[CH:39]=1)[CH3:33]. (3) Given the product [Cl:1][C:2]1[CH:7]=[C:6]([C:13]2([C:16]#[N:17])[CH2:14][CH2:15][O:10][CH2:11][CH2:12]2)[CH:5]=[C:4]([Cl:9])[N:3]=1, predict the reactants needed to synthesize it. The reactants are: [Cl:1][C:2]1[CH:7]=[C:6](Cl)[CH:5]=[C:4]([Cl:9])[N:3]=1.[O:10]1[CH2:15][CH2:14][CH:13]([C:16]#[N:17])[CH2:12][CH2:11]1.C[Si]([N-][Si](C)(C)C)(C)C.[Li+]. (4) Given the product [OH:1][CH2:2][CH2:3][CH2:4][CH2:5][CH2:6][CH2:7][CH2:8][CH2:9][CH2:10][O:11][C:12]1[CH:17]=[CH:16][N:15]=[C:14]([CH2:19][O:24][C:21](=[O:23])[CH3:22])[C:13]=1[CH3:20], predict the reactants needed to synthesize it. The reactants are: [OH:1][CH2:2][CH2:3][CH2:4][CH2:5][CH2:6][CH2:7][CH2:8][CH2:9][CH2:10][O:11][C:12]1[CH:17]=[CH:16][N+:15]([O-])=[C:14]([CH3:19])[C:13]=1[CH3:20].[C:21]([O:24]C(=O)C)(=[O:23])[CH3:22]. (5) Given the product [CH3:18][O:1][C@H:2]1[CH2:7][CH2:6][N:5]([C:8]([O:10][C:11]([CH3:14])([CH3:13])[CH3:12])=[O:9])[C@@H:4]([CH3:15])[CH2:3]1, predict the reactants needed to synthesize it. The reactants are: [OH:1][C@H:2]1[CH2:7][CH2:6][N:5]([C:8]([O:10][C:11]([CH3:14])([CH3:13])[CH3:12])=[O:9])[C@@H:4]([CH3:15])[CH2:3]1.[H-].[Na+].[CH3:18]I.O.